This data is from Full USPTO retrosynthesis dataset with 1.9M reactions from patents (1976-2016). The task is: Predict the reactants needed to synthesize the given product. Given the product [CH:23]1([N:18]2[CH2:19][CH2:20][C:21]3=[CH:22][N:13]([C:10]4[CH:11]=[CH:12][C:7]([C:5]5[O:4][N:3]=[C:2]([CH3:1])[N:6]=5)=[CH:8][CH:9]=4)[N:14]=[C:15]3[CH2:16][CH2:17]2)[CH2:27][CH2:26][CH2:25][CH2:24]1, predict the reactants needed to synthesize it. The reactants are: [CH3:1][C:2]1[N:6]=[C:5]([C:7]2[CH:12]=[CH:11][C:10]([N:13]3[CH:22]=[C:21]4[C:15]([CH2:16][CH2:17][NH:18][CH2:19][CH2:20]4)=[N:14]3)=[CH:9][CH:8]=2)[O:4][N:3]=1.[C:23]1(=O)[CH2:27][CH2:26][CH2:25][CH2:24]1.C(O[BH-](OC(=O)C)OC(=O)C)(=O)C.[Na+].